From a dataset of Buchwald-Hartwig C-N cross coupling reaction yields with 55,370 reactions. Predict the reaction yield, written as a fraction of the theoretical maximum amount of product (1.0 means a 100% yield; for example, 0.34 means a 34% yield). (1) The reactants are CCc1ccc(Br)cc1.Cc1ccc(N)cc1.O=S(=O)(O[Pd]1c2ccccc2-c2ccccc2N~1)C(F)(F)F.CC(C)c1cc(C(C)C)c(-c2ccccc2P(C(C)(C)C)C(C)(C)C)c(C(C)C)c1.CN1CCCN2CCCN=C12.CCOC(=O)c1cnoc1C. No catalyst specified. The product is CCc1ccc(Nc2ccc(C)cc2)cc1. The yield is 0.442. (2) The reactants are Ic1ccccn1.Cc1ccc(N)cc1.O=S(=O)(O[Pd]1c2ccccc2-c2ccccc2N~1)C(F)(F)F.COc1ccc(OC)c(P([C@]23C[C@H]4C[C@H](C[C@H](C4)C2)C3)[C@]23C[C@H]4C[C@H](C[C@H](C4)C2)C3)c1-c1c(C(C)C)cc(C(C)C)cc1C(C)C.CCN=P(N=P(N(C)C)(N(C)C)N(C)C)(N(C)C)N(C)C.CCOC(=O)c1cc(OC)no1. No catalyst specified. The product is Cc1ccc(Nc2ccccn2)cc1. The yield is 0.809. (3) The reactants are COc1ccc(Cl)cc1.Cc1ccc(N)cc1.O=S(=O)(O[Pd]1c2ccccc2-c2ccccc2N~1)C(F)(F)F.COc1ccc(OC)c(P(C(C)(C)C)C(C)(C)C)c1-c1c(C(C)C)cc(C(C)C)cc1C(C)C.CCN=P(N=P(N(C)C)(N(C)C)N(C)C)(N(C)C)N(C)C.COC(=O)c1ccno1. No catalyst specified. The product is COc1ccc(Nc2ccc(C)cc2)cc1. The yield is 0.00529. (4) The reactants are Brc1ccccn1.Cc1ccc(N)cc1.O=S(=O)(O[Pd]1c2ccccc2-c2ccccc2N~1)C(F)(F)F.CC(C)c1cc(C(C)C)c(-c2ccccc2P(C2CCCCC2)C2CCCCC2)c(C(C)C)c1.CN1CCCN2CCCN=C12.Cc1ccno1. No catalyst specified. The product is Cc1ccc(Nc2ccccn2)cc1. The yield is 0.501.